Dataset: Reaction yield outcomes from USPTO patents with 853,638 reactions. Task: Predict the reaction yield, written as a fraction of the theoretical maximum amount of product (1.0 means a 100% yield; for example, 0.34 means a 34% yield). (1) The reactants are Br[C:2]1[CH:10]=[CH:9][C:5]([C:6]([OH:8])=[O:7])=[C:4]([N+]([O-])=O)[CH:3]=1.BrC1C=CC(C)=C([N+]([O-])=O)C=1.[O-][Mn](=O)(=O)=O.[K+]. The catalyst is O=[Mn]=O.O. The product is [C:6]([OH:8])(=[O:7])[C:5]1[CH:9]=[CH:10][CH:2]=[CH:3][CH:4]=1. The yield is 0.220. (2) The reactants are Cl.[C:2]([O:5][C@H:6]1[O:28][C@@H:27]([CH2:29][O:30][C:31](=[O:38])[C:32]2[CH:37]=[CH:36][CH:35]=[CH:34][CH:33]=2)[C@H:17]([O:18][C:19](=[O:26])[C:20]2[CH:25]=[CH:24][CH:23]=[CH:22][CH:21]=2)[C@@H:7]1[O:8]C(=O)C1C=CC=CC=1)(=[O:4])C.[C:39](Cl)(=O)[CH3:40]. The catalyst is ClCCl.C(OCC)(=O)C. The product is [C:2]([O:5][C@@H:6]1[O:28][C@@H:27]([CH2:29][O:30][C:31](=[O:38])[C:32]2[CH:33]=[CH:34][CH:35]=[CH:36][CH:37]=2)[C@H:17]([O:18][C:19](=[O:26])[C:20]2[CH:25]=[CH:24][CH:23]=[CH:22][CH:21]=2)[C@@H:7]1[OH:8])(=[O:4])[C:40]1[CH:39]=[CH:27][CH:17]=[CH:7][CH:6]=1. The yield is 0.637.